Dataset: Forward reaction prediction with 1.9M reactions from USPTO patents (1976-2016). Task: Predict the product of the given reaction. (1) Given the reactants [N+:1]([C:4]1[CH:13]=[CH:12][CH:11]=[C:10]2[C:5]=1[CH:6]=[CH:7]O[C:9]2=[O:14])([O-:3])=[O:2].[NH2:15][CH:16]([CH2:19][OH:20])[CH2:17][OH:18].C[OH:22].C(N([CH2:28][CH3:29])CC)C.C(Cl)Cl.[C:33](OC(=O)C)(=[O:35])[CH3:34], predict the reaction product. The product is: [C:33]([O:18][CH2:17][CH:16]([N:15]1[CH:7]=[CH:6][C:5]2[C:10](=[CH:11][CH:12]=[CH:13][C:4]=2[N+:1]([O-:3])=[O:2])[C:9]1=[O:14])[CH2:19][O:20][C:28](=[O:22])[CH3:29])(=[O:35])[CH3:34]. (2) Given the reactants [O:1]=[C:2]1[N:6]([C:7]([O:9][C:10]([CH3:13])([CH3:12])[CH3:11])=[O:8])[CH:5]([C:14]([O:16][CH2:17][CH3:18])=[O:15])[CH2:4][CH2:3]1.[CH3:19][Mg+].[Br-], predict the reaction product. The product is: [C:10]([O:9][C:7]([NH:6][CH:5]([CH2:4][CH2:3][C:2](=[O:1])[CH3:19])[C:14]([O:16][CH2:17][CH3:18])=[O:15])=[O:8])([CH3:13])([CH3:12])[CH3:11]. (3) The product is: [Br:1][C:2]1[C:3]([CH2:4][OH:5])=[CH:6][C:7]([OH:11])=[C:8]([F:10])[CH:9]=1. Given the reactants [Br:1][C:2]1[CH:9]=[C:8]([F:10])[C:7]([OH:11])=[CH:6][C:3]=1[CH:4]=[O:5].[BH4-].[Na+], predict the reaction product. (4) Given the reactants [F:1][C:2]([F:25])([F:24])[C:3]([C:6]1[CH:11]=[CH:10][C:9]([C:12]2[N:16]=[C:15]([C:17]3[CH:18]=[CH:19][C:20](=[O:23])[NH:21][N:22]=3)[O:14][N:13]=2)=[CH:8][CH:7]=1)([CH3:5])[CH3:4].CS(O[CH2:31][C:32]1[CH:37]=[CH:36][N:35]=[C:34]([Cl:38])[CH:33]=1)(=O)=O, predict the reaction product. The product is: [Cl:38][C:34]1[CH:33]=[C:32]([CH2:31][N:21]2[C:20](=[O:23])[CH:19]=[CH:18][C:17]([C:15]3[O:14][N:13]=[C:12]([C:9]4[CH:10]=[CH:11][C:6]([C:3]([CH3:4])([CH3:5])[C:2]([F:1])([F:24])[F:25])=[CH:7][CH:8]=4)[N:16]=3)=[N:22]2)[CH:37]=[CH:36][N:35]=1. (5) Given the reactants [C:1]([O-])(=O)[CH3:2].C[C:6]1[C:15](C)(C)[C:14]2[C:9]3=[C:10]([CH2:18][CH2:19][NH+:8]3[CH:7]=1)[CH:11]=[CH:12][CH:13]=2.[ClH:20].[C:21]1(N=CCC=NC2C=CC=CC=2)[CH:26]=CC=C[CH:22]=1.[Cl-].[OH:39][CH2:40][CH2:41][CH2:42][CH2:43][CH2:44][CH2:45][C:46]1([CH3:59])[C:55]2[C:50]3=[C:51]([CH2:56][CH2:57][NH+:49]3[CH:48]=[C:47]1[CH3:58])[CH:52]=[CH:53][CH:54]=2.[CH2:60](N(CC)CC)C, predict the reaction product. The product is: [Cl-:20].[CH3:60][C:1]1([CH3:2])[C:10]2=[C:9]3[C:14](=[CH:13][CH:12]=[CH:11]2)[CH2:15][CH2:6][CH2:7][N:8]3/[C:19]/1=[CH:18]/[CH:22]=[CH:21]/[CH:26]=[CH:58]/[C:47]1[C:46]([CH2:45][CH2:44][CH2:43][CH2:42][CH2:41][CH2:40][OH:39])([CH3:59])[C:55]2[C:50]3=[C:51]([CH2:56][CH2:57][NH+:49]3[CH:48]=1)[CH:52]=[CH:53][CH:54]=2. (6) Given the reactants [CH3:1][O:2][C:3](=[O:16])[CH2:4][NH:5][CH2:6][C:7]1[CH:12]=[CH:11][C:10]([N:13]([CH3:15])[CH3:14])=[CH:9][CH:8]=1.C(N(C(C)C)CC)(C)C.[CH:26]1([CH2:29][O:30][C:31]2[CH:36]=[CH:35][C:34]([S:37](Cl)(=[O:39])=[O:38])=[CH:33][CH:32]=2)[CH2:28][CH2:27]1, predict the reaction product. The product is: [CH3:1][O:2][C:3](=[O:16])[CH2:4][N:5]([S:37]([C:34]1[CH:33]=[CH:32][C:31]([O:30][CH2:29][CH:26]2[CH2:27][CH2:28]2)=[CH:36][CH:35]=1)(=[O:39])=[O:38])[CH2:6][C:7]1[CH:8]=[CH:9][C:10]([N:13]([CH3:15])[CH3:14])=[CH:11][CH:12]=1.